Dataset: Catalyst prediction with 721,799 reactions and 888 catalyst types from USPTO. Task: Predict which catalyst facilitates the given reaction. (1) Reactant: [Cl:1][C:2]1[CH:3]=[C:4]2[N:30]([CH2:31][O:32][CH2:33][CH2:34][Si:35]([CH3:38])([CH3:37])[CH3:36])[C:29]([O:39][C@@H:40]3[CH2:44][O:43][C@@H:42]4[C@H:45]([OH:48])[CH2:46][O:47][C@H:41]34)=[N:28][C:5]2=[N:6][C:7]=1[C:8]1[CH:13]=[CH:12][C:11]([CH:14]2[CH2:19][CH2:18][S:17](=[N:21]C(=O)C(F)(F)F)(=[O:20])[CH2:16][CH2:15]2)=[CH:10][CH:9]=1.C(=O)([O-])[O-].[K+].[K+]. Product: [Cl:1][C:2]1[CH:3]=[C:4]2[N:30]([CH2:31][O:32][CH2:33][CH2:34][Si:35]([CH3:38])([CH3:36])[CH3:37])[C:29]([O:39][C@H:40]3[C@H:41]4[O:47][CH2:46][C@@H:45]([OH:48])[C@H:42]4[O:43][CH2:44]3)=[N:28][C:5]2=[N:6][C:7]=1[C:8]1[CH:13]=[CH:12][C:11]([CH:14]2[CH2:19][CH2:18][S:17](=[NH:21])(=[O:20])[CH2:16][CH2:15]2)=[CH:10][CH:9]=1. The catalyst class is: 5. (2) Reactant: [Br:1][C:2]1[CH:3]=[C:4]([CH:9]=[C:10]([Br:14])[C:11]=1[CH2:12]Br)[C:5]([O:7][CH3:8])=[O:6].C([O-])([O-])=[O:16].[Ca+2]. Product: [Br:1][C:2]1[CH:3]=[C:4]([CH:9]=[C:10]([Br:14])[C:11]=1[CH2:12][OH:16])[C:5]([O:7][CH3:8])=[O:6]. The catalyst class is: 38.